From a dataset of Peptide-MHC class I binding affinity with 185,985 pairs from IEDB/IMGT. Regression. Given a peptide amino acid sequence and an MHC pseudo amino acid sequence, predict their binding affinity value. This is MHC class I binding data. (1) The peptide sequence is RVYINVVVK. The MHC is HLA-A03:01 with pseudo-sequence HLA-A03:01. The binding affinity (normalized) is 0.623. (2) The MHC is Mamu-A02 with pseudo-sequence Mamu-A02. The peptide sequence is KGGLEGIYY. The binding affinity (normalized) is 0.162. (3) The peptide sequence is ISLWGSLLK. The MHC is HLA-B27:03 with pseudo-sequence HLA-B27:03. The binding affinity (normalized) is 0.0847. (4) The peptide sequence is SPVRVPNYNL. The MHC is HLA-B07:02 with pseudo-sequence HLA-B07:02. The binding affinity (normalized) is 0.510. (5) The peptide sequence is QLLMPLKAPK. The MHC is HLA-A03:01 with pseudo-sequence HLA-A03:01. The binding affinity (normalized) is 0.574. (6) The peptide sequence is AQFSPQYL. The MHC is Mamu-B08 with pseudo-sequence Mamu-B08. The binding affinity (normalized) is 0.111.